From a dataset of Buchwald-Hartwig C-N cross coupling reaction yields with 55,370 reactions. Predict the reaction yield, written as a fraction of the theoretical maximum amount of product (1.0 means a 100% yield; for example, 0.34 means a 34% yield). (1) The reactants are COc1ccc(Br)cc1.Cc1ccc(N)cc1.O=S(=O)(O[Pd]1c2ccccc2-c2ccccc2N~1)C(F)(F)F.CC(C)c1cc(C(C)C)c(-c2ccccc2P(C(C)(C)C)C(C)(C)C)c(C(C)C)c1.CCN=P(N=P(N(C)C)(N(C)C)N(C)C)(N(C)C)N(C)C.Cc1cc(-n2cccc2)no1. No catalyst specified. The product is COc1ccc(Nc2ccc(C)cc2)cc1. The yield is 0.473. (2) The reactants are COc1ccc(Br)cc1.Cc1ccc(N)cc1.O=S(=O)(O[Pd]1c2ccccc2-c2ccccc2N~1)C(F)(F)F.CC(C)c1cc(C(C)C)c(-c2ccccc2P(C2CCCCC2)C2CCCCC2)c(C(C)C)c1.CN1CCCN2CCCN=C12.COC(=O)c1cc(-c2ccco2)on1. No catalyst specified. The product is COc1ccc(Nc2ccc(C)cc2)cc1. The yield is 0.0470.